From a dataset of Forward reaction prediction with 1.9M reactions from USPTO patents (1976-2016). Predict the product of the given reaction. (1) Given the reactants Cl[S:2]([C:5]1[CH:10]=[CH:9][C:8]([N:11]=[C:12]=[O:13])=[CH:7][CH:6]=1)(=[O:4])=[O:3].[CH3:14][O:15][C:16]1[CH:25]=[CH:24][C:23]([N:26]2[CH2:31][CH2:30][N:29]([CH3:32])[CH2:28][CH2:27]2)=[C:22]2[C:17]=1[CH2:18][CH2:19][NH:20][CH2:21]2.[NH2:33][C:34]1[S:35][CH:36]=[CH:37][N:38]=1.C(=O)([O-])[O-].[Na+].[Na+], predict the reaction product. The product is: [S:35]1[CH:36]=[CH:37][N:38]=[C:34]1[NH:33][S:2]([C:5]1[CH:10]=[CH:9][C:8]([NH:11][C:12]([N:20]2[CH2:19][CH2:18][C:17]3[C:22](=[C:23]([N:26]4[CH2:27][CH2:28][N:29]([CH3:32])[CH2:30][CH2:31]4)[CH:24]=[CH:25][C:16]=3[O:15][CH3:14])[CH2:21]2)=[O:13])=[CH:7][CH:6]=1)(=[O:4])=[O:3]. (2) The product is: [O:25]=[CH:10][C@@H:9]([C@@H:8]([C@@H:7]([CH2:6][OH:5])[OH:11])[OH:23])[OH:22]. Given the reactants P([O:5][CH2:6][C@H:7]1[O:11][C@@H:10](N2C3N=CN=C(N)C=3N=C2)[C@H:9]([OH:22])[C@@H:8]1[OH:23])(O)(O)=O.P(OC[C@H]1O[C@@H](N2C=CC(=O)NC2=O)[C@H](O)[C@@H]1O)(O)(O)=[O:25].P(OC[C@H]1O[C@@H](N2C3N=C(N)NC(=O)C=3N=C2)[C@H](O)[C@@H]1O)(O)(O)=O.P(OC[C@H]1O[C@@H](N2C=CC(N)=NC2=O)[C@H](O)[C@@H]1O)(O)(O)=O, predict the reaction product.